Dataset: Forward reaction prediction with 1.9M reactions from USPTO patents (1976-2016). Task: Predict the product of the given reaction. (1) The product is: [C:40]([O:39][C:37](=[O:38])[NH:44][C@@H:45]([C:49]([N:29]1[CH:24]2[CH2:25][CH2:26][CH:27]1[CH2:28][N:22]([C:20]([C:17]1[CH:16]=[N:15][C:14]([NH:13][C:10]3[N:11]=[CH:12][C:7]4[CH:6]=[C:5]([C:3](=[O:4])[N:2]([CH3:36])[CH3:1])[N:30]([CH:31]5[CH2:35][CH2:34][CH2:33][CH2:32]5)[C:8]=4[N:9]=3)=[CH:19][CH:18]=1)=[O:21])[CH2:23]2)=[O:50])[CH:46]([CH3:47])[CH3:48])([CH3:41])([CH3:43])[CH3:42]. Given the reactants [CH3:1][N:2]([CH3:36])[C:3]([C:5]1[N:30]([CH:31]2[CH2:35][CH2:34][CH2:33][CH2:32]2)[C:8]2[N:9]=[C:10]([NH:13][C:14]3[CH:19]=[CH:18][C:17]([C:20]([N:22]4[CH2:28][CH:27]5[NH:29][CH:24]([CH2:25][CH2:26]5)[CH2:23]4)=[O:21])=[CH:16][N:15]=3)[N:11]=[CH:12][C:7]=2[CH:6]=1)=[O:4].[C:37]([NH:44][C@@H:45]([C:49](O)=[O:50])[CH:46]([CH3:48])[CH3:47])([O:39][C:40]([CH3:43])([CH3:42])[CH3:41])=[O:38], predict the reaction product. (2) Given the reactants [F:1][C:2]1[CH:10]=[C:9]2[C:5]([CH:6]=[CH:7][N:8]2[S:11]([C:14]2[CH:19]=[CH:18][CH:17]=[CH:16][CH:15]=2)(=[O:13])=[O:12])=[C:4]([CH:20]=C)[CH:3]=1.N1C(C)=CC=CC=1C.I([O-])(=O)(=O)=[O:31].[Na+], predict the reaction product. The product is: [F:1][C:2]1[CH:3]=[C:4]([CH:20]=[O:31])[C:5]2[CH:6]=[CH:7][N:8]([S:11]([C:14]3[CH:19]=[CH:18][CH:17]=[CH:16][CH:15]=3)(=[O:13])=[O:12])[C:9]=2[CH:10]=1.